The task is: Predict the reactants needed to synthesize the given product.. This data is from Full USPTO retrosynthesis dataset with 1.9M reactions from patents (1976-2016). Given the product [CH:1]([C:4]1[O:8][C:7]([C@@H:9]2[N:14]([CH3:15])[CH2:13][C@@H:12]([C:16]([O-:18])=[O:17])[CH2:11][CH2:10]2)=[N:6][N:5]=1)([CH3:3])[CH3:2].[Na+:21], predict the reactants needed to synthesize it. The reactants are: [CH:1]([C:4]1[O:8][C:7]([C@@H:9]2[N:14]([CH3:15])[CH2:13][C@@H:12]([C:16]([O:18]C)=[O:17])[CH2:11][CH2:10]2)=[N:6][N:5]=1)([CH3:3])[CH3:2].[OH-].[Na+:21].